From a dataset of Human liver microsome stability data. Regression/Classification. Given a drug SMILES string, predict its absorption, distribution, metabolism, or excretion properties. Task type varies by dataset: regression for continuous measurements (e.g., permeability, clearance, half-life) or binary classification for categorical outcomes (e.g., BBB penetration, CYP inhibition). Dataset: hlm. (1) The compound is CC(C)C(=O)N[C@H]1CC[C@H](Nc2ncc3ccc(=O)n(C(C)C)c3n2)CC1. The result is 0 (unstable in human liver microsomes). (2) The compound is O=C(N1CCCC1)n1cnc(S(=O)(=O)[C@@H]2C[C@H]3CC[C@@H]2C3)n1. The result is 0 (unstable in human liver microsomes). (3) The compound is Cc1ccc(S(=O)(=O)N2CCC(C(=O)NC34CC5CC(CC(C5)C3)C4)CC2)c(C)c1. The result is 1 (stable in human liver microsomes). (4) The molecule is OCCNc1nnc(-c2ccc(F)c(F)c2Nc2ccc(I)cc2F)o1. The result is 0 (unstable in human liver microsomes). (5) The molecule is Cc1nc(C(=O)N[C@H]2CC[C@H](C)CC2)c(C)c(-c2ccc3c4c(cccc24)CCO3)c1[C@H](OC(C)(C)C)C(=O)O. The result is 0 (unstable in human liver microsomes). (6) The molecule is O=C(NC[C@H]1CC[C@@H](COc2ccccc2)CC1)c1ccc(O)cc1. The result is 1 (stable in human liver microsomes).